This data is from Full USPTO retrosynthesis dataset with 1.9M reactions from patents (1976-2016). The task is: Predict the reactants needed to synthesize the given product. (1) Given the product [CH3:23][C:24]1[N:29]=[C:28]([NH:30][C:1]([N:13]2[CH2:14][CH2:15][N:11]([CH:8]3[CH2:7][CH2:6][O:5][CH2:10][CH2:9]3)[C:12]2=[O:16])=[O:2])[CH:27]=[CH:26][C:25]=1[O:31][C:32]1[CH:37]=[CH:36][N:35]=[C:34]([C:38]2[O:42][N:41]=[C:40]([CH3:43])[CH:39]=2)[CH:33]=1, predict the reactants needed to synthesize it. The reactants are: [C:1](Cl)(Cl)=[O:2].[O:5]1[CH2:10][CH2:9][CH:8]([N:11]2[CH2:15][CH2:14][NH:13][C:12]2=[O:16])[CH2:7][CH2:6]1.N1C=CC=CC=1.[CH3:23][C:24]1[N:29]=[C:28]([NH2:30])[CH:27]=[CH:26][C:25]=1[O:31][C:32]1[CH:37]=[CH:36][N:35]=[C:34]([C:38]2[O:42][N:41]=[C:40]([CH3:43])[CH:39]=2)[CH:33]=1. (2) Given the product [CH2:1]([O:3][C:4](=[O:33])[C:5]1[CH:10]=[C:9]([C:11]#[N:12])[C:8]([N:13]2[CH2:14][CH2:15][CH:16]([C:19]([NH:21][S:22]([CH2:25][C:26]3[CH:31]=[CH:30][CH:29]=[CH:28][CH:27]=3)(=[O:23])=[O:24])=[O:20])[CH2:17][CH2:18]2)=[N:7][C:6]=1[CH3:32])[CH2:2][CH3:36], predict the reactants needed to synthesize it. The reactants are: [CH2:1]([O:3][C:4](=[O:33])[C:5]1[CH:10]=[C:9]([C:11]#[N:12])[C:8]([N:13]2[CH2:18][CH2:17][CH:16]([C:19]([NH:21][S:22]([CH2:25][C:26]3[CH:31]=[CH:30][CH:29]=[CH:28][CH:27]=3)(=[O:24])=[O:23])=[O:20])[CH2:15][CH2:14]2)=[N:7][C:6]=1[CH3:32])[CH3:2].[H-].[Na+].[C:36](O)(=O)C.CO. (3) Given the product [O:16]=[C:15]1[C:14]2[C:9](=[CH:10][CH:11]=[C:12]([C:17]([O:19][CH2:20][CH3:21])=[O:18])[CH:13]=2)[N:8]=[CH:7][N:6]1[CH2:5][C:4]1[CH:22]=[CH:23][CH:24]=[C:2]([C:28]2[CH:29]=[CH:30][N:25]=[CH:26][CH:27]=2)[CH:3]=1, predict the reactants needed to synthesize it. The reactants are: Br[C:2]1[CH:3]=[C:4]([CH:22]=[CH:23][CH:24]=1)[CH2:5][N:6]1[C:15](=[O:16])[C:14]2[C:9](=[CH:10][CH:11]=[C:12]([C:17]([O:19][CH2:20][CH3:21])=[O:18])[CH:13]=2)[N:8]=[CH:7]1.[N:25]1[CH:30]=[CH:29][C:28](B(O)O)=[CH:27][CH:26]=1.O1CCOCC1.C(=O)([O-])[O-].[Na+].[Na+]. (4) Given the product [NH2:33][C:31]1[N:30]=[CH:29][N:28]=[C:27]2[N:26]([C@H:34]3[CH2:39][CH2:38][C@@H:37]([N:40]4[CH2:41][CH2:42][N:43]([CH3:46])[CH2:44][CH2:45]4)[CH2:36][CH2:35]3)[N:25]=[C:24]([C:21]3[CH:20]=[CH:19][C:18]([NH:17][C:1]4[O:54][C:53]5[CH:52]=[CH:51][CH:50]=[C:49]([CH3:55])[C:48]=5[N:47]=4)=[CH:23][CH:22]=3)[C:32]=12, predict the reactants needed to synthesize it. The reactants are: [C:1](N1C=CC=CC1=O)(N1C=CC=CC1=O)=S.[NH2:17][C:18]1[CH:23]=[CH:22][C:21]([C:24]2[C:32]3[C:27](=[N:28][CH:29]=[N:30][C:31]=3[NH2:33])[N:26]([C@H:34]3[CH2:39][CH2:38][C@@H:37]([N:40]4[CH2:45][CH2:44][N:43]([CH3:46])[CH2:42][CH2:41]4)[CH2:36][CH2:35]3)[N:25]=2)=[CH:20][CH:19]=1.[NH2:47][C:48]1[C:53]([OH:54])=[CH:52][CH:51]=[CH:50][C:49]=1[CH3:55].C1(N=C=NC2CCCCC2)CCCCC1. (5) Given the product [NH2:19][C:12]1[C:13]2[C:18](=[CH:17][CH:16]=[CH:15][CH:14]=2)[C:9]([O:8][C:6]2[CH:5]=[CH:4][N:3]=[C:2]([NH:20][C:21]3[CH:26]=[CH:25][CH:24]=[CH:23][CH:22]=3)[CH:7]=2)=[CH:10][CH:11]=1, predict the reactants needed to synthesize it. The reactants are: Cl[C:2]1[CH:7]=[C:6]([O:8][C:9]2[C:18]3[C:13](=[CH:14][CH:15]=[CH:16][CH:17]=3)[C:12]([NH2:19])=[CH:11][CH:10]=2)[CH:5]=[CH:4][N:3]=1.[NH2:20][C:21]1[CH:26]=[CH:25][CH:24]=[CH:23][CH:22]=1.Cl.O1CCOCC1. (6) Given the product [NH2:1][C:2]1[S:3][CH:20]([C:21]2[CH:26]=[CH:25][CH:24]=[CH:23][CH:22]=2)[C:17]([C:8]2[CH:7]=[C:6]([F:5])[C:15]3[O:14][CH2:13][C:12](=[O:16])[NH:11][C:10]=3[CH:9]=2)=[CH:18][N:4]=1, predict the reactants needed to synthesize it. The reactants are: [NH2:1][C:2]([NH2:4])=[S:3].[F:5][C:6]1[C:15]2[O:14][CH2:13][C:12](=[O:16])[NH:11][C:10]=2[CH:9]=[C:8]([C:17](=[CH:20][C:21]2[CH:26]=[CH:25][CH:24]=[CH:23][CH:22]=2)[CH:18]=O)[CH:7]=1.Cl.[OH-].[Na+].